This data is from Forward reaction prediction with 1.9M reactions from USPTO patents (1976-2016). The task is: Predict the product of the given reaction. (1) Given the reactants [OH:1][C:2]([CH3:35])([CH3:34])[CH2:3][C@@:4]1([C:28]2[CH:33]=[CH:32][CH:31]=[CH:30][CH:29]=2)[O:9][C:8](=[O:10])[N:7]([C@H:11]([C:13]2[CH:18]=[CH:17][C:16](B3OC(C)(C)C(C)(C)O3)=[CH:15][CH:14]=2)[CH3:12])[CH2:6][CH2:5]1.Br[C:37]1[CH:42]=[CH:41][CH:40]=[C:39]([C:43]2([S:46]([CH3:49])(=[O:48])=[O:47])[CH2:45][CH2:44]2)[N:38]=1, predict the reaction product. The product is: [OH:1][C:2]([CH3:34])([CH3:35])[CH2:3][C@@:4]1([C:28]2[CH:33]=[CH:32][CH:31]=[CH:30][CH:29]=2)[O:9][C:8](=[O:10])[N:7]([C@H:11]([C:13]2[CH:14]=[CH:15][C:16]([C:37]3[CH:42]=[CH:41][CH:40]=[C:39]([C:43]4([S:46]([CH3:49])(=[O:48])=[O:47])[CH2:45][CH2:44]4)[N:38]=3)=[CH:17][CH:18]=2)[CH3:12])[CH2:6][CH2:5]1. (2) Given the reactants [CH3:1][C:2]1[C:7]([CH3:8])=[C:6](O)[C:5]([CH3:10])=[CH:4][C:3]=1[OH:11].[CH2:12](Br)[C:13]1[CH:18]=[CH:17][CH:16]=[CH:15][CH:14]=1.[C:20]([O-:23])([O-])=O.[K+].[K+], predict the reaction product. The product is: [CH2:12]([O:11][C:3]1[C:2]([CH3:1])=[C:7]([CH3:8])[C:6]([O:23][CH2:20][C:2]2[CH:7]=[CH:6][CH:5]=[CH:4][CH:3]=2)=[C:5]([CH3:10])[CH:4]=1)[C:13]1[CH:18]=[CH:17][CH:16]=[CH:15][CH:14]=1. (3) Given the reactants [CH3:1][O:2][C:3]([C:5]1[CH:10]=[CH:9][C:8](B(O)O)=[CH:7][CH:6]=1)=[O:4].Br[C:15]1[CH:16]=[N:17][C:18]2[C:23]([CH:24]=1)=[CH:22][CH:21]=[C:20]([O:25][CH3:26])[CH:19]=2.C([O-])([O-])=O.[Na+].[Na+], predict the reaction product. The product is: [CH3:26][O:25][C:20]1[CH:19]=[C:18]2[C:23]([CH:24]=[C:15]([C:8]3[CH:9]=[CH:10][C:5]([C:3]([O:2][CH3:1])=[O:4])=[CH:6][CH:7]=3)[CH:16]=[N:17]2)=[CH:22][CH:21]=1. (4) Given the reactants C([O-])(=O)C.[NH4+:5].[BH4-].[Na+].[Cl:8][C:9]1[N:10]=[CH:11][N:12]([C:14]2[CH:19]=[CH:18][C:17]([NH:20][C:21]3[S:22][C:23]4[CH2:29][C:28](=O)[CH2:27][CH:26]([C:31]5[CH:36]=[CH:35][C:34]([F:37])=[CH:33][CH:32]=5)[C:24]=4[N:25]=3)=[CH:16][C:15]=2[O:38][CH3:39])[CH:13]=1.Cl.[BH4-], predict the reaction product. The product is: [Cl:8][C:9]1[N:10]=[CH:11][N:12]([C:14]2[CH:19]=[CH:18][C:17]([NH:20][C:21]3[S:22][C:23]4[CH2:29][CH:28]([NH2:5])[CH2:27][CH:26]([C:31]5[CH:36]=[CH:35][C:34]([F:37])=[CH:33][CH:32]=5)[C:24]=4[N:25]=3)=[CH:16][C:15]=2[O:38][CH3:39])[CH:13]=1. (5) Given the reactants [Cl:1][CH2:2][CH2:3][C:4]([C:8]1[CH:13]=[CH:12][CH:11]=[CH:10][CH:9]=1)([OH:7])[CH:5]=[CH2:6].B.C1C[O:18]CC1.[OH-].[Na+].OO, predict the reaction product. The product is: [Cl:1][CH2:2][CH2:3][C:4]([C:8]1[CH:13]=[CH:12][CH:11]=[CH:10][CH:9]=1)([OH:7])[CH2:5][CH2:6][OH:18]. (6) Given the reactants [C:1]([O:5][C:6](=[O:22])[NH:7][C@@H:8]([C:12](=[NH:21])[NH:13][CH2:14][C:15]1[CH:20]=[CH:19][CH:18]=[CH:17][CH:16]=1)[CH:9]([CH3:11])[CH3:10])([CH3:4])([CH3:3])[CH3:2].C(O[CH2:26][CH:27]=[C:28]([C:34]#[N:35])[C:29](OCC)=[O:30])C, predict the reaction product. The product is: [C:1]([O:5][C:6](=[O:22])[NH:7][CH:8]([C:12]1[N:13]([CH2:14][C:15]2[CH:16]=[CH:17][CH:18]=[CH:19][CH:20]=2)[C:29](=[O:30])[C:28]([C:34]#[N:35])=[C:27]([CH3:26])[N:21]=1)[CH:9]([CH3:11])[CH3:10])([CH3:3])([CH3:4])[CH3:2].